From a dataset of Catalyst prediction with 721,799 reactions and 888 catalyst types from USPTO. Predict which catalyst facilitates the given reaction. Reactant: C([O-])(=O)C.[Si:5](Cl)([C:8]([CH3:11])([CH3:10])[CH3:9])([CH3:7])[CH3:6].[Br:13][C:14]1[C:15]([O:28][CH2:29][CH2:30][CH2:31][CH2:32][CH2:33][OH:34])=[CH:16][C:17]2[C:18]([CH3:27])([CH3:26])[CH2:19][CH2:20][C:21]([CH3:25])([CH3:24])[C:22]=2[CH:23]=1.[H-].[Na+]. Product: [Br:13][C:14]1[C:15]([O:28][CH2:29][CH2:30][CH2:31][CH2:32][CH2:33][O:34][Si:5]([C:8]([CH3:11])([CH3:10])[CH3:9])([CH3:7])[CH3:6])=[CH:16][C:17]2[C:18]([CH3:26])([CH3:27])[CH2:19][CH2:20][C:21]([CH3:24])([CH3:25])[C:22]=2[CH:23]=1. The catalyst class is: 375.